From a dataset of TCR-epitope binding with 47,182 pairs between 192 epitopes and 23,139 TCRs. Binary Classification. Given a T-cell receptor sequence (or CDR3 region) and an epitope sequence, predict whether binding occurs between them. The epitope is LLWNGPMAV. The TCR CDR3 sequence is CSVQRRADEQFF. Result: 1 (the TCR binds to the epitope).